Dataset: CYP1A2 inhibition data for predicting drug metabolism from PubChem BioAssay. Task: Regression/Classification. Given a drug SMILES string, predict its absorption, distribution, metabolism, or excretion properties. Task type varies by dataset: regression for continuous measurements (e.g., permeability, clearance, half-life) or binary classification for categorical outcomes (e.g., BBB penetration, CYP inhibition). Dataset: cyp1a2_veith. (1) The molecule is COc1ccc(CNc2nc(-c3ccc(N(C)C)cc3)nc3ccccc23)c(OC)c1. The result is 1 (inhibitor). (2) The molecule is CC(C)=C1C(=O)C(c2ccccc2)=C2CN3C(=O)N(CCc4ccccc4)C(=O)[C@]3(Cc3ccccc3)[C@H]21. The result is 0 (non-inhibitor).